This data is from Reaction yield outcomes from USPTO patents with 853,638 reactions. The task is: Predict the reaction yield, written as a fraction of the theoretical maximum amount of product (1.0 means a 100% yield; for example, 0.34 means a 34% yield). (1) The reactants are [Cl:1][C:2]1[CH:7]=[CH:6][C:5]([CH2:8][C:9](OCC)=O)=[C:4]([N+:14]([O-])=O)[C:3]=1C.[K].[C:19](=O)([O-])O.[Na+].[C:24]([O:27][CH2:28][CH3:29])(=[O:26])C. The catalyst is C(O)(=O)C.[Fe]. The product is [Cl:1][C:2]1[CH:3]=[C:4]2[C:5]([CH:8]=[C:9]([C:24]([O:27][CH2:28][CH3:29])=[O:26])[NH:14]2)=[CH:6][C:7]=1[CH3:19]. The yield is 0.140. (2) The reactants are Br[C:2]1[C:10]2[CH:11]=[C:12]3[C:20]([C:21]([CH3:23])([CH3:22])[C:9]=2[C:8]2[C:3]=1[CH:4]=[CH:5][CH:6]([C:24]1[CH:29]=[CH:28][CH:27]=[CH:26][CH:25]=1)[CH:7]=2)=[C:19]1[C:14]([CH:15]=[CH:16][CH:17]=[CH:18]1)=[N:13]3.[C:30]1([N:36]([C:46]2[CH:51]=[CH:50][CH:49]=[CH:48][CH:47]=2)[C:37]2[CH:42]=[CH:41][C:40](B(O)O)=[CH:39][CH:38]=2)[CH:35]=[CH:34][CH:33]=[CH:32][CH:31]=1.C1(C)C=CC=CC=1.C(O)C.C(=O)([O-])[O-].[K+].[K+]. The catalyst is C1C=CC([P]([Pd]([P](C2C=CC=CC=2)(C2C=CC=CC=2)C2C=CC=CC=2)([P](C2C=CC=CC=2)(C2C=CC=CC=2)C2C=CC=CC=2)[P](C2C=CC=CC=2)(C2C=CC=CC=2)C2C=CC=CC=2)(C2C=CC=CC=2)C2C=CC=CC=2)=CC=1.O.C1(C)C=CC=CC=1. The product is [CH3:22][C:21]1([CH3:23])[C:20]2[C:12]([N:13]=[C:14]3[C:19]=2[CH:18]=[CH:17][CH:16]=[CH:15]3)=[CH:11][C:10]2[C:2]([C:40]3[CH:41]=[CH:42][C:37]([N:36]([C:30]4[CH:35]=[CH:34][CH:33]=[CH:32][CH:31]=4)[C:46]4[CH:51]=[CH:50][CH:49]=[CH:48][CH:47]=4)=[CH:38][CH:39]=3)=[C:3]3[C:8]([C:9]1=2)=[CH:7][CH:6]([C:24]1[CH:29]=[CH:28][CH:27]=[CH:26][CH:25]=1)[CH:5]=[CH:4]3. The yield is 0.584. (3) The reactants are Br[C:2]1[CH:3]=[C:4]([C:8]2[CH2:12][CH2:11][N:10]([C:13]([C:15]3[CH:20]=[CH:19][CH:18]=[C:17]([F:21])[CH:16]=3)=[O:14])[N:9]=2)[CH:5]=[CH:6][CH:7]=1.C[C:23]([N:25](C)C)=O. The catalyst is [C-]#N.[C-]#N.[Zn+2].[Zn].CC(P(C(C)(C)C)C(C)(C)C)(C)C.CC(P(C(C)(C)C)C(C)(C)C)(C)C.[Pd]. The product is [F:21][C:17]1[CH:16]=[C:15]([CH:20]=[CH:19][CH:18]=1)[C:13]([N:10]1[CH2:11][CH2:12][C:8]([C:4]2[CH:3]=[C:2]([CH:7]=[CH:6][CH:5]=2)[C:23]#[N:25])=[N:9]1)=[O:14]. The yield is 0.760.